This data is from Peptide-MHC class I binding affinity with 185,985 pairs from IEDB/IMGT. The task is: Regression. Given a peptide amino acid sequence and an MHC pseudo amino acid sequence, predict their binding affinity value. This is MHC class I binding data. (1) The peptide sequence is DTLKVCIGY. The MHC is HLA-A26:02 with pseudo-sequence HLA-A26:02. The binding affinity (normalized) is 0.510. (2) The peptide sequence is WLGNHGFEV. The MHC is HLA-A02:01 with pseudo-sequence HLA-A02:01. The binding affinity (normalized) is 0.936. (3) The peptide sequence is YALTEYHAM. The MHC is HLA-A80:01 with pseudo-sequence HLA-A80:01. The binding affinity (normalized) is 0.0847. (4) The peptide sequence is LARQHIAAL. The MHC is HLA-B27:05 with pseudo-sequence HLA-B27:05. The binding affinity (normalized) is 0.0847. (5) The peptide sequence is RYMSKTYNF. The MHC is HLA-A02:03 with pseudo-sequence HLA-A02:03. The binding affinity (normalized) is 0.0847.